Dataset: Catalyst prediction with 721,799 reactions and 888 catalyst types from USPTO. Task: Predict which catalyst facilitates the given reaction. (1) Product: [CH2:1]([N:8]1[CH2:12][CH:11]([C:13]2[CH:18]=[CH:17][C:16]([Cl:19])=[C:15]([Cl:20])[CH:14]=2)[CH:10]([CH:21]([OH:23])[CH3:22])[CH2:9]1)[C:2]1[CH:3]=[CH:4][CH:5]=[CH:6][CH:7]=1. The catalyst class is: 1. Reactant: [CH2:1]([N:8]1[CH2:12][CH:11]([C:13]2[CH:18]=[CH:17][C:16]([Cl:19])=[C:15]([Cl:20])[CH:14]=2)[CH:10]([C:21](=[O:23])[CH3:22])[CH2:9]1)[C:2]1[CH:7]=[CH:6][CH:5]=[CH:4][CH:3]=1.[H-].[H-].[H-].[H-].[Li+].[Al+3]. (2) Reactant: [O:1]=[C:2]1[C:6]2([CH2:11][CH2:10][N:9]([C:12]([O:14][C:15]([CH3:18])([CH3:17])[CH3:16])=[O:13])[CH2:8][CH2:7]2)[N:5]([C:19]2[CH:24]=[CH:23][CH:22]=[CH:21][CH:20]=2)[CH2:4][NH:3]1.Br[C@@H:26]([C:31]1[CH:36]=[CH:35][CH:34]=[CH:33][CH:32]=1)[C:27]([O:29][CH3:30])=[O:28].C(=O)([O-])[O-].[K+].[K+]. Product: [CH3:30][O:29][C:27](=[O:28])[C@@H:26]([N:3]1[C:2](=[O:1])[C:6]2([CH2:7][CH2:8][N:9]([C:12]([O:14][C:15]([CH3:18])([CH3:17])[CH3:16])=[O:13])[CH2:10][CH2:11]2)[N:5]([C:19]2[CH:20]=[CH:21][CH:22]=[CH:23][CH:24]=2)[CH2:4]1)[C:31]1[CH:32]=[CH:33][CH:34]=[CH:35][CH:36]=1. The catalyst class is: 9. (3) Reactant: [CH2:1]([O:3][C:4](=[O:27])[CH2:5][C:6]1[CH:11]=[CH:10][C:9]([O:12][CH3:13])=[C:8]([O:14][C:15]2[CH:20]=[CH:19][C:18]([C:21]([F:24])([F:23])[F:22])=[CH:17][C:16]=2[CH2:25]O)[CH:7]=1)[CH3:2].P(Br)(Br)[Br:29]. Product: [CH2:1]([O:3][C:4](=[O:27])[CH2:5][C:6]1[CH:11]=[CH:10][C:9]([O:12][CH3:13])=[C:8]([O:14][C:15]2[CH:20]=[CH:19][C:18]([C:21]([F:24])([F:23])[F:22])=[CH:17][C:16]=2[CH2:25][Br:29])[CH:7]=1)[CH3:2]. The catalyst class is: 57. (4) Product: [CH:13]1([N:10]2[CH2:9][C:8]([CH3:19])([CH3:18])[C:7](=[O:20])[N:6]([CH3:21])[C:5]3[C:11]2=[N:12][C:2]([NH:22][C:23]2[CH:31]=[CH:30][C:26]([C:27]([OH:29])=[O:28])=[CH:25][CH:24]=2)=[N:3][CH:4]=3)[CH2:17][CH2:16][CH2:15][CH2:14]1. The catalyst class is: 8. Reactant: Cl[C:2]1[N:12]=[C:11]2[C:5]([N:6]([CH3:21])[C:7](=[O:20])[C:8]([CH3:19])([CH3:18])[CH2:9][N:10]2[CH:13]2[CH2:17][CH2:16][CH2:15][CH2:14]2)=[CH:4][N:3]=1.[NH2:22][C:23]1[CH:31]=[CH:30][C:26]([C:27]([OH:29])=[O:28])=[CH:25][C:24]=1OC.O.Cl.